From a dataset of Peptide-MHC class II binding affinity with 134,281 pairs from IEDB. Regression. Given a peptide amino acid sequence and an MHC pseudo amino acid sequence, predict their binding affinity value. This is MHC class II binding data. (1) The peptide sequence is EDLVRAYHAMSRTHE. The MHC is HLA-DPA10301-DPB10402 with pseudo-sequence HLA-DPA10301-DPB10402. The binding affinity (normalized) is 0.0785. (2) The peptide sequence is YDKFGANVSTVLTGK. The MHC is DRB1_1602 with pseudo-sequence DRB1_1602. The binding affinity (normalized) is 0.502. (3) The peptide sequence is EKKYFQATQFEPLAA. The MHC is HLA-DQA10401-DQB10402 with pseudo-sequence HLA-DQA10401-DQB10402. The binding affinity (normalized) is 0.218. (4) The peptide sequence is DSDVGEFRAVTELG. The MHC is HLA-DPA10103-DPB10201 with pseudo-sequence HLA-DPA10103-DPB10201. The binding affinity (normalized) is 0.0472. (5) The peptide sequence is ARIMLDNINMPNGLIAQF. The MHC is DRB1_1101 with pseudo-sequence DRB1_1101. The binding affinity (normalized) is 0.154. (6) The peptide sequence is GELQIVDKIGAAFKI. The MHC is DRB1_1201 with pseudo-sequence DRB1_1201. The binding affinity (normalized) is 0.497. (7) The peptide sequence is TVQKGSDPKKLVL. The MHC is DRB1_1101 with pseudo-sequence DRB1_1101. The binding affinity (normalized) is 0. (8) The peptide sequence is MSFVTTQPEALAAAA. The MHC is HLA-DQA10102-DQB10502 with pseudo-sequence HLA-DQA10102-DQB10502. The binding affinity (normalized) is 0.249. (9) The peptide sequence is TVWEQILNTWLVKPG. The binding affinity (normalized) is 0.509. The MHC is DRB1_1001 with pseudo-sequence DRB1_1001. (10) The peptide sequence is NPRLCTKEEFIAKVR. The MHC is HLA-DQA10102-DQB10501 with pseudo-sequence HLA-DQA10102-DQB10501. The binding affinity (normalized) is 0.